This data is from Peptide-MHC class II binding affinity with 134,281 pairs from IEDB. The task is: Regression. Given a peptide amino acid sequence and an MHC pseudo amino acid sequence, predict their binding affinity value. This is MHC class II binding data. The peptide sequence is SQDLEQSWNLNGLQAY. The MHC is HLA-DQA10101-DQB10501 with pseudo-sequence HLA-DQA10101-DQB10501. The binding affinity (normalized) is 0.661.